Dataset: Reaction yield outcomes from USPTO patents with 853,638 reactions. Task: Predict the reaction yield, written as a fraction of the theoretical maximum amount of product (1.0 means a 100% yield; for example, 0.34 means a 34% yield). (1) The reactants are [F:1][C:2]1[CH:14]=[CH:13][C:5]([C:6]([O:8][C:9]([CH3:12])([CH3:11])[CH3:10])=[O:7])=[CH:4][C:3]=1[CH3:15].BrN1C(=O)CCC1=O.[CH2:24]([NH2:31])[C:25]1[CH:30]=[CH:29][CH:28]=[CH:27][CH:26]=1. The catalyst is C(OOC(=O)C1C=CC=CC=1)(=O)C1C=CC=CC=1.C(Cl)(Cl)(Cl)Cl. The product is [F:1][C:2]1[CH:14]=[CH:13][C:5]([C:6]([O:8][C:9]([CH3:10])([CH3:11])[CH3:12])=[O:7])=[CH:4][C:3]=1[CH2:15][NH:31][CH2:24][C:25]1[CH:30]=[CH:29][CH:28]=[CH:27][CH:26]=1. The yield is 0.600. (2) The reactants are [NH2:1][C:2]1[CH:7]=[CH:6][C:5]([F:8])=[CH:4][N:3]=1.CS(C)=O.[I:13]N1C(=O)CCC1=O.C(=O)([O-])O.[Na+]. The catalyst is C(O)(=O)C. The product is [F:8][C:5]1[CH:6]=[C:7]([I:13])[C:2]([NH2:1])=[N:3][CH:4]=1. The yield is 0.180. (3) The reactants are [Br:1][C:2]1[CH:3]=[C:4]2[C:9](=[CH:10][C:11]=1[O:12][CH3:13])[N:8]=[C:7](O)[N:6]=[CH:5]2.P(Cl)(Cl)([Cl:17])=O. No catalyst specified. The product is [Br:1][C:2]1[CH:3]=[C:4]2[C:9](=[CH:10][C:11]=1[O:12][CH3:13])[N:8]=[C:7]([Cl:17])[N:6]=[CH:5]2. The yield is 0.750. (4) The reactants are [NH:1]1[C:9]2[C:4](=[CH:5][CH:6]=[CH:7][CH:8]=2)[CH2:3][C:2]1=[O:10].[CH3:11][C:12]1[C:16]([CH3:17])=[CH:15][NH:14][C:13]=1[CH:18]=O. The catalyst is N1CCCCC1.C(O)C. The product is [CH3:11][C:12]1[C:16]([CH3:17])=[CH:15][NH:14][C:13]=1[CH:18]=[C:3]1[C:4]2[C:9](=[CH:8][CH:7]=[CH:6][CH:5]=2)[NH:1][C:2]1=[O:10]. The yield is 0.370. (5) The reactants are [I:1][C:2]1[CH:17]=[CH:16][C:5]2[NH:6][C:7]([CH2:12][C:13](O)=[O:14])=[N:8][S:9](=[O:11])(=[O:10])[C:4]=2[CH:3]=1.C([O:21][C:22]([C:24]1[N:25]([NH:29][CH2:30][CH2:31][CH:32]([CH3:34])[CH3:33])[CH:26]=[CH:27][CH:28]=1)=O)C=C.ClCCl.[O-]CC.[Na+].Cl. The catalyst is CN(C)C=O.C(O)C. The product is [OH:21][C:22]1[C:24]2[N:25]([CH:26]=[CH:27][CH:28]=2)[N:29]([CH2:30][CH2:31][CH:32]([CH3:34])[CH3:33])[C:13](=[O:14])[C:12]=1[C:7]1[NH:6][C:5]2[CH:16]=[CH:17][C:2]([I:1])=[CH:3][C:4]=2[S:9](=[O:11])(=[O:10])[N:8]=1. The yield is 0.680. (6) The reactants are [C:1]([O:5][C:6](=[O:10])[C@H:7]([OH:9])[CH3:8])([CH3:4])([CH3:3])[CH3:2].[CH2:11]([O:13][C:14](=[O:27])[C@@H:15]([O:24][CH2:25][CH3:26])[CH2:16][C:17]1[CH:22]=[CH:21][C:20](O)=[CH:19][CH:18]=1)[CH3:12].C1(P(C2C=CC=CC=2)C2C=CC=CC=2)C=CC=CC=1.N(C(OC(C)C)=O)=NC(OC(C)C)=O. The catalyst is C1COCC1. The product is [CH2:11]([O:13][C:14](=[O:27])[C@@H:15]([O:24][CH2:25][CH3:26])[CH2:16][C:17]1[CH:22]=[CH:21][C:20]([O:9][C@H:7]([C:6]([O:5][C:1]([CH3:4])([CH3:3])[CH3:2])=[O:10])[CH3:8])=[CH:19][CH:18]=1)[CH3:12]. The yield is 0.320.